This data is from Forward reaction prediction with 1.9M reactions from USPTO patents (1976-2016). The task is: Predict the product of the given reaction. Given the reactants O=[C:2]1[N:21]([CH:22]2[CH2:27][CH2:26][O:25][CH2:24][CH2:23]2)[C:5]2=[N:6][C:7]([C:10]3[CH:11]=[N:12][N:13]4[CH:18]=[CH:17][C:16]([C:19]#[N:20])=[CH:15][C:14]=34)=[CH:8][CH:9]=[C:4]2[NH:3]1.C(O)(=O)CC(CC(O)=O)(C(O)=O)O.C(OCC)(OCC)OCC, predict the reaction product. The product is: [O:25]1[CH2:24][CH2:23][CH:22]([N:21]2[C:5]3=[N:6][C:7]([C:10]4[CH:11]=[N:12][N:13]5[CH:18]=[CH:17][C:16]([C:19]#[N:20])=[CH:15][C:14]=45)=[CH:8][CH:9]=[C:4]3[N:3]=[CH:2]2)[CH2:27][CH2:26]1.